From a dataset of Peptide-MHC class II binding affinity with 134,281 pairs from IEDB. Regression. Given a peptide amino acid sequence and an MHC pseudo amino acid sequence, predict their binding affinity value. This is MHC class II binding data. (1) The MHC is DRB1_0401 with pseudo-sequence DRB1_0401. The binding affinity (normalized) is 0.529. The peptide sequence is YDKFLANVSRVLTGK. (2) The peptide sequence is TCGFVDERGLYKSLK. The MHC is DRB1_0701 with pseudo-sequence DRB1_0701. The binding affinity (normalized) is 0.0376. (3) The peptide sequence is NKSAFQSSVASGFIG. The MHC is DRB1_0802 with pseudo-sequence DRB1_0802. The binding affinity (normalized) is 0.0792. (4) The binding affinity (normalized) is 0.745. The MHC is DRB1_0101 with pseudo-sequence DRB1_0101. The peptide sequence is DFNEFISFCNANPGL. (5) The peptide sequence is QFEEIRNLALQTLPAMCNVY. The MHC is DRB1_0301 with pseudo-sequence DRB1_0301. The binding affinity (normalized) is 0. (6) The binding affinity (normalized) is 0.162. The MHC is DRB1_0404 with pseudo-sequence DRB1_0404. The peptide sequence is NRASLMQLISTNVFG.